From a dataset of Full USPTO retrosynthesis dataset with 1.9M reactions from patents (1976-2016). Predict the reactants needed to synthesize the given product. (1) Given the product [CH2:7]([O:14][C:15]1[CH:20]=[C:19](/[CH:6]=[CH:5]/[CH:2]([CH3:1])[C:3]#[N:4])[CH:18]=[CH:17][C:16]=1[N:22]1[CH2:23][C:24](=[O:29])[NH:25][S:26]1(=[O:28])=[O:27])[C:8]1[CH:13]=[CH:12][CH:11]=[CH:10][CH:9]=1, predict the reactants needed to synthesize it. The reactants are: [CH3:1][CH:2]([CH:5]=[CH2:6])[C:3]#[N:4].[CH2:7]([O:14][C:15]1[CH:20]=[C:19](I)[CH:18]=[CH:17][C:16]=1[N:22]1[S:26](=[O:28])(=[O:27])[NH:25][C:24](=[O:29])[CH2:23]1)[C:8]1[CH:13]=[CH:12][CH:11]=[CH:10][CH:9]=1.C(N(CC)CC)C. (2) Given the product [ClH:25].[NH2:10][CH2:9][C@:8]([C:6]1[C:5]([F:17])=[C:4]([Si:18]([CH2:21][CH3:22])([CH2:23][CH3:24])[CH2:19][CH3:20])[CH:3]=[C:2]([Br:1])[N:7]=1)([OH:12])[CH3:11], predict the reactants needed to synthesize it. The reactants are: [Br:1][C:2]1[N:7]=[C:6]([C@@:8]([O:12][Si](C)(C)C)([CH3:11])[C:9]#[N:10])[C:5]([F:17])=[C:4]([Si:18]([CH2:23][CH3:24])([CH2:21][CH3:22])[CH2:19][CH3:20])[CH:3]=1.[ClH:25].